Dataset: Full USPTO retrosynthesis dataset with 1.9M reactions from patents (1976-2016). Task: Predict the reactants needed to synthesize the given product. (1) Given the product [NH2:1][C:2]1[N:7]=[C:6]([C:8]2[CH:15]=[CH:14][C:11]([C:12]#[N:13])=[C:10]([F:16])[CH:9]=2)[CH:5]=[C:4]([N:17]2[CH2:22][CH2:21][CH2:20][C@@H:19]([N:23]3[CH2:30][CH2:29][O:32][C:33]3=[O:34])[CH2:18]2)[N:3]=1, predict the reactants needed to synthesize it. The reactants are: [NH2:1][C:2]1[N:7]=[C:6]([C:8]2[CH:15]=[CH:14][C:11]([C:12]#[N:13])=[C:10]([F:16])[CH:9]=2)[CH:5]=[C:4]([N:17]2[CH2:22][CH2:21][CH2:20][C@@H:19]([NH2:23])[CH2:18]2)[N:3]=1.C([O-])(O)=O.[Na+].[CH2:29]([O:32][C:33](Cl)=[O:34])[CH2:30]Cl.C([O-])([O-])=O.[Cs+].[Cs+]. (2) Given the product [O:16]=[C:17]1[CH2:22][CH2:21][CH2:20][CH2:19][CH:18]1[C:23]([OH:25])=[O:24], predict the reactants needed to synthesize it. The reactants are: ClC1C=C(Cl)C(Cl)=CC=1N.Cl.N([O-])=O.[Na+].[O:16]=[C:17]1[CH2:22][CH2:21][CH2:20][CH2:19][CH:18]1[C:23]([O:25]CC)=[O:24].[OH-].[Na+]. (3) The reactants are: C([O:3][C:4](=[O:42])[C:5]([CH3:41])([O:34][C:35]1[CH:40]=[CH:39][CH:38]=[CH:37][CH:36]=1)[CH2:6][C:7]1[CH:12]=[CH:11][CH:10]=[C:9]([O:13][CH2:14][CH2:15][CH:16]2[CH2:20][N:19]([CH2:21][C:22]3[CH:27]=[CH:26][C:25]([C:28]([F:31])([F:30])[F:29])=[CH:24][CH:23]=3)[C:18](=[O:32])[N:17]2[CH3:33])[CH:8]=1)C.[OH-].[Na+].Cl. Given the product [CH3:41][C:5]([O:34][C:35]1[CH:40]=[CH:39][CH:38]=[CH:37][CH:36]=1)([CH2:6][C:7]1[CH:12]=[CH:11][CH:10]=[C:9]([O:13][CH2:14][CH2:15][CH:16]2[CH2:20][N:19]([CH2:21][C:22]3[CH:27]=[CH:26][C:25]([C:28]([F:31])([F:29])[F:30])=[CH:24][CH:23]=3)[C:18](=[O:32])[N:17]2[CH3:33])[CH:8]=1)[C:4]([OH:42])=[O:3], predict the reactants needed to synthesize it. (4) Given the product [C:1]([O:5][C:6]([N:8]1[C:16]2[CH:15]=[CH:14][C:13]([Cl:17])=[CH:12][C:11]=2[C:10]2[CH2:18][CH:19]([C:21]([S:27]([C:30]3[CH:31]=[CH:32][CH:33]=[CH:34][CH:35]=3)(=[O:28])=[O:29])([CH3:22])[CH2:23][OH:24])[CH2:20][C:9]1=2)=[O:7])([CH3:2])([CH3:3])[CH3:4], predict the reactants needed to synthesize it. The reactants are: [C:1]([O:5][C:6]([N:8]1[C:16]2[CH:15]=[CH:14][C:13]([Cl:17])=[CH:12][C:11]=2[C:10]2[CH2:18][CH:19]([C:21]([S:27]([C:30]3[CH:35]=[CH:34][CH:33]=[CH:32][CH:31]=3)(=[O:29])=[O:28])([C:23](OC)=[O:24])[CH3:22])[CH2:20][C:9]1=2)=[O:7])([CH3:4])([CH3:3])[CH3:2].[H-].[H-].[H-].[H-].[Li+].[Al+3]. (5) Given the product [O:1]=[C:2]1[C:10]2([C:22]3[C:13](=[CH:14][C:15]4[O:20][CH2:19][CH2:18][O:17][C:16]=4[CH:21]=3)[O:12][CH2:11]2)[C:9]2[C:4](=[CH:5][CH:6]=[CH:7][CH:8]=2)[N:3]1[CH2:23][C:24]1[CH:36]=[CH:35][C:27]([O:28][CH2:29][C:30]([OH:32])=[O:31])=[CH:26][CH:25]=1, predict the reactants needed to synthesize it. The reactants are: [O:1]=[C:2]1[C:10]2([C:22]3[C:13](=[CH:14][C:15]4[O:20][CH2:19][CH2:18][O:17][C:16]=4[CH:21]=3)[O:12][CH2:11]2)[C:9]2[C:4](=[CH:5][CH:6]=[CH:7][CH:8]=2)[N:3]1[CH2:23][C:24]1[CH:36]=[CH:35][C:27]([O:28][CH2:29][C:30]([O:32]CC)=[O:31])=[CH:26][CH:25]=1.O=C1C2(COC3C=C4C(=CC2=3)CCO4)C2C(=CC=CC=2)N1CC1C=C(C=CC=1)OCC(OCC)=O. (6) Given the product [F:28][C:29]1[C:37]([F:38])=[CH:36][CH:35]=[CH:34][C:30]=1[C:31]([NH:19][C:16]1[CH:17]=[CH:18][C:13]([C:4](=[N:3][O:2][CH3:1])[C:5]2[CH:6]=[CH:7][C:8]([O:11][CH3:12])=[CH:9][CH:10]=2)=[CH:14][N:15]=1)=[O:32], predict the reactants needed to synthesize it. The reactants are: [CH3:1][O:2][N:3]=[C:4]([C:13]1[CH:14]=[N:15][C:16]([NH2:19])=[CH:17][CH:18]=1)[C:5]1[CH:10]=[CH:9][C:8]([O:11][CH3:12])=[CH:7][CH:6]=1.C(N(CC)CC)(C)C.[F:28][C:29]1[C:37]([F:38])=[CH:36][CH:35]=[CH:34][C:30]=1[C:31](Cl)=[O:32]. (7) Given the product [F:1][CH2:2][CH2:3][N:4]1[C:16]2[CH2:15][CH2:14][CH2:13][CH:12]([C:17]([OH:19])=[O:18])[C:11]=2[C:10]2[C:5]1=[CH:6][CH:7]=[CH:8][C:9]=2[O:22][CH3:23], predict the reactants needed to synthesize it. The reactants are: [F:1][CH2:2][CH2:3][N:4]1[C:16]2[CH2:15][CH2:14][CH2:13][CH:12]([C:17]([O:19]CC)=[O:18])[C:11]=2[C:10]2[C:5]1=[CH:6][CH:7]=[CH:8][C:9]=2[O:22][CH3:23].[OH-].[Na+].